Task: Predict the reaction yield, written as a fraction of the theoretical maximum amount of product (1.0 means a 100% yield; for example, 0.34 means a 34% yield).. Dataset: Reaction yield outcomes from USPTO patents with 853,638 reactions (1) The reactants are [C:1]([O:5][C:6]1[CH:22]=[CH:21][C:9]([O:10][CH2:11][CH2:12][O:13][Si](C(C)(C)C)(C)C)=[CH:8][CH:7]=1)([CH3:4])([CH3:3])[CH3:2].CCCC[N+](CCCC)(CCCC)CCCC.[F-]. The catalyst is CC1OCCC1.C1COCC1. The product is [C:1]([O:5][C:6]1[CH:22]=[CH:21][C:9]([O:10][CH2:11][CH2:12][OH:13])=[CH:8][CH:7]=1)([CH3:4])([CH3:2])[CH3:3]. The yield is 0.930. (2) The reactants are [CH:1]([O:4][CH2:5][CH2:6][NH:7][S:8]([NH:11][C:12](=[O:56])[O:13][CH2:14][CH2:15][CH2:16][C:17]1[CH:22]=[CH:21][C:20]([O:23][CH2:24][CH2:25][O:26][Si](C(C)(C)C)(C2C=CC=CC=2)C2C=CC=CC=2)=[CH:19][C:18]=1[O:44][C:45]1[C:50]([Cl:51])=[CH:49][C:48]([C:52]([F:55])([F:54])[F:53])=[CH:47][N:46]=1)(=[O:10])=[O:9])([CH3:3])[CH3:2].[F-].C([N+](CCCC)(CCCC)CCCC)CCC.O. The catalyst is O1CCCC1. The product is [CH:1]([O:4][CH2:5][CH2:6][NH:7][S:8]([NH:11][C:12](=[O:56])[O:13][CH2:14][CH2:15][CH2:16][C:17]1[CH:22]=[CH:21][C:20]([O:23][CH2:24][CH2:25][OH:26])=[CH:19][C:18]=1[O:44][C:45]1[C:50]([Cl:51])=[CH:49][C:48]([C:52]([F:53])([F:55])[F:54])=[CH:47][N:46]=1)(=[O:10])=[O:9])([CH3:3])[CH3:2]. The yield is 0.510. (3) The reactants are [C:1]([O:5][C:6]([NH:8][C@:9]1([C:14]([OH:16])=O)[CH2:11][C@H:10]1[CH:12]=[CH2:13])=[O:7])([CH3:4])([CH3:3])[CH3:2].C(N1C=CN=C1)(N1C=CN=C1)=O.[F:29][CH2:30][C:31]1([S:34]([NH2:37])(=[O:36])=[O:35])[CH2:33][CH2:32]1.N12CCCN=C1CCCCC2. The catalyst is CN(C=O)C. The product is [F:29][CH2:30][C:31]1([S:34]([NH:37][C:14]([C@@:9]2([NH:8][C:6](=[O:7])[O:5][C:1]([CH3:2])([CH3:3])[CH3:4])[CH2:11][C@H:10]2[CH:12]=[CH2:13])=[O:16])(=[O:36])=[O:35])[CH2:33][CH2:32]1. The yield is 0.960. (4) The reactants are C([O:8][C:9]1[N:14]=[C:13]([C:15]2[S:16][C:17]3[CH:25]=[CH:24][CH:23]=[CH:22][C:18]=3[C:19](=[O:21])[N:20]=2)[CH:12]=[CH:11][CH:10]=1)C1C=CC=CC=1. The catalyst is FC(F)(F)C(O)=O. The product is [O:8]=[C:9]1[NH:14][C:13]([C:15]2[S:16][C:17]3[CH:25]=[CH:24][CH:23]=[CH:22][C:18]=3[C:19](=[O:21])[N:20]=2)=[CH:12][CH:11]=[CH:10]1. The yield is 0.690. (5) The reactants are [OH:1][C:2]1[CH:3]=[C:4]([CH:9]=[C:10]([O:13][CH3:14])[C:11]=1[OH:12])[C:5]([O:7][CH3:8])=[O:6].[C:15]([O-])([O-])=O.[K+].[K+]. The catalyst is CC(C)=O. The product is [CH3:14][O:13][C:10]1[C:11]2[O:12][CH2:15][O:1][C:2]=2[CH:3]=[C:4]([C:5]([O:7][CH3:8])=[O:6])[CH:9]=1. The yield is 0.800. (6) The reactants are [CH3:1][O:2][C:3](=[O:24])/[C:4](/[C:11]1[CH:16]=[CH:15][C:14]([N:17]2[C:21]([CH3:22])=[N:20][N:19]=[N:18]2)=[C:13]([F:23])[CH:12]=1)=[CH:5]/[CH:6]1[CH2:10][CH2:9][CH2:8][CH2:7]1.[BH4-].[Na+]. The catalyst is CO.O.O.O.O.O.O.[Ni](Cl)Cl. The product is [CH3:1][O:2][C:3](=[O:24])[CH:4]([C:11]1[CH:16]=[CH:15][C:14]([N:17]2[C:21]([CH3:22])=[N:20][N:19]=[N:18]2)=[C:13]([F:23])[CH:12]=1)[CH2:5][CH:6]1[CH2:7][CH2:8][CH2:9][CH2:10]1. The yield is 0.990. (7) The reactants are [NH2:1][C:2]1[C:3]([CH3:28])=[C:4]([CH2:21][CH2:22][C:23](OCC)=[O:24])[C:5]2[O:9][CH2:8][CH:7]([C:10]3[CH:15]=[CH:14][C:13]([CH:16]([CH3:18])[CH3:17])=[CH:12][CH:11]=3)[C:6]=2[C:19]=1[CH3:20].[H-].[Al+3].[Li+].[H-].[H-].[H-].O. The catalyst is C1COCC1. The product is [NH2:1][C:2]1[C:3]([CH3:28])=[C:4]([CH2:21][CH2:22][CH2:23][OH:24])[C:5]2[O:9][CH2:8][CH:7]([C:10]3[CH:11]=[CH:12][C:13]([CH:16]([CH3:18])[CH3:17])=[CH:14][CH:15]=3)[C:6]=2[C:19]=1[CH3:20]. The yield is 0.660.